Dataset: Catalyst prediction with 721,799 reactions and 888 catalyst types from USPTO. Task: Predict which catalyst facilitates the given reaction. (1) Reactant: [OH:1][C:2]1[CH:7]=[CH:6][CH:5]=[CH:4][C:3]=1/[CH:8]=[C:9]1/[C:10](=[O:15])[NH:11][C:12](=S)[S:13]/1.[C:16]1([N:22]2[CH2:27][CH2:26][NH:25][CH2:24][CH2:23]2)[CH:21]=[CH:20][CH:19]=[CH:18][CH:17]=1. Product: [OH:1][C:2]1[CH:7]=[CH:6][CH:5]=[CH:4][C:3]=1/[CH:8]=[C:9]1/[C:10](=[O:15])[N:11]=[C:12]([N:25]2[CH2:26][CH2:27][N:22]([C:16]3[CH:21]=[CH:20][CH:19]=[CH:18][CH:17]=3)[CH2:23][CH2:24]2)[S:13]/1. The catalyst class is: 8. (2) Reactant: [Al](C)(C)[CH3:2].CCCC[CH2:9][CH2:10][CH3:11].[NH2:12][C:13]1[CH:28]=[CH:27][C:16]([C:17]([NH:19][CH2:20][C:21]2[CH:26]=[CH:25][CH:24]=[CH:23][CH:22]=2)=[O:18])=[CH:15][CH:14]=1.Cl. Product: [NH2:12][C:13]1[CH:28]=[CH:27][C:16]([C:17]([NH:19][CH2:20][C:21]2[CH:26]=[CH:25][C:24]([C:10]([CH3:9])([CH3:11])[CH3:2])=[CH:23][CH:22]=2)=[O:18])=[CH:15][CH:14]=1. The catalyst class is: 1. (3) Reactant: [CH3:1][N:2]([CH3:18])[C:3]1[N:8]=[C:7]([C:9]2[CH:14]=[CH:13][CH:12]=[CH:11][CH:10]=2)[C:6]([C:15]([OH:17])=O)=[CH:5][N:4]=1.[CH2:19]([O:26][C:27]1[CH:28]=[C:29]([CH:33]([OH:39])[CH2:34][NH:35][CH2:36][CH2:37][OH:38])[CH:30]=[CH:31][CH:32]=1)[C:20]1[CH:25]=[CH:24][CH:23]=[CH:22][CH:21]=1. Product: [CH2:19]([O:26][C:27]1[CH:28]=[C:29]([CH:33]([OH:39])[CH2:34][N:35]([CH2:36][CH2:37][OH:38])[C:15]([C:6]2[C:7]([C:9]3[CH:10]=[CH:11][CH:12]=[CH:13][CH:14]=3)=[N:8][C:3]([N:2]([CH3:1])[CH3:18])=[N:4][CH:5]=2)=[O:17])[CH:30]=[CH:31][CH:32]=1)[C:20]1[CH:21]=[CH:22][CH:23]=[CH:24][CH:25]=1. The catalyst class is: 9. (4) Reactant: C([O:5][C:6]([CH2:8][N:9]([S:31]([C:34]1[CH:39]=[C:38]([Cl:40])[CH:37]=[C:36]([Cl:41])[CH:35]=1)(=[O:33])=[O:32])[C:10]1[CH:11]=[C:12]2[C:16](=[CH:17][CH:18]=1)[N:15]([C:19]1[N:20](C(OC(C)(C)C)=O)[CH:21]=[CH:22][N:23]=1)[CH2:14][CH2:13]2)=[O:7])(C)(C)C.FC(F)(F)C(O)=O.Cl.C(OC(C)C)(C)C. Product: [Cl:40][C:38]1[CH:39]=[C:34]([S:31]([N:9]([CH2:8][C:6]([OH:7])=[O:5])[C:10]2[CH:11]=[C:12]3[C:16](=[CH:17][CH:18]=2)[N:15]([C:19]2[NH:23][CH:22]=[CH:21][N:20]=2)[CH2:14][CH2:13]3)(=[O:33])=[O:32])[CH:35]=[C:36]([Cl:41])[CH:37]=1. The catalyst class is: 269. (5) Reactant: [CH3:1][N:2]1[CH:6]=[C:5]([C:7]2[N:12]=[C:11]3[N:13]([CH2:16][C:17]4[CH:18]=[C:19]5[C:24](=[CH:25][CH:26]=4)[N:23]=[CH:22][CH:21]=[CH:20]5)[N:14]=[N:15][C:10]3=[CH:9][CH:8]=2)[CH:4]=[N:3]1.[H-].[Na+].[CH3:29][O:30][CH2:31]CBr. Product: [CH3:29][O:30][CH2:31][CH2:1][N:2]1[CH:6]=[C:5]([C:7]2[N:12]=[C:11]3[N:13]([CH2:16][C:17]4[CH:18]=[C:19]5[C:24](=[CH:25][CH:26]=4)[N:23]=[CH:22][CH:21]=[CH:20]5)[N:14]=[N:15][C:10]3=[CH:9][CH:8]=2)[CH:4]=[N:3]1. The catalyst class is: 3. (6) Reactant: O[C:2]([C@H:5]1[N:10]([C:11]([O:13]CC2C=CC=CC=2)=[O:12])[CH2:9][C@H:8]([C:21]([O:23]C)=[O:22])[CH2:7][CH2:6]1)([CH3:4])[CH3:3].[Li+].[OH-].Cl. Product: [CH3:4][C:2]1([CH3:3])[C@@H:5]2[CH2:6][CH2:7][C@@H:8]([C:21]([OH:23])=[O:22])[CH2:9][N:10]2[C:11](=[O:12])[O:13]1. The catalyst class is: 20. (7) Reactant: [BH4-].[Na+].[F:3][C:4]1[N:8]([C:9]2[CH:14]=[CH:13][CH:12]=[CH:11][CH:10]=2)[N:7]=[C:6]([C:15]([F:18])([F:17])[F:16])[C:5]=1[CH:19]=[O:20].O. Product: [F:3][C:4]1[N:8]([C:9]2[CH:10]=[CH:11][CH:12]=[CH:13][CH:14]=2)[N:7]=[C:6]([C:15]([F:17])([F:16])[F:18])[C:5]=1[CH2:19][OH:20]. The catalyst class is: 5.